This data is from Full USPTO retrosynthesis dataset with 1.9M reactions from patents (1976-2016). The task is: Predict the reactants needed to synthesize the given product. (1) Given the product [Br:18][C:19]1[C:27]2[O:26][C:25]([Si:14]([CH3:17])([CH3:16])[CH3:15])=[CH:24][C:23]=2[CH:22]=[CH:21][CH:20]=1, predict the reactants needed to synthesize it. The reactants are: C(NC(C)C)(C)C.[Li]CCCC.Cl[Si:14]([CH3:17])([CH3:16])[CH3:15].[Br:18][C:19]1[C:27]2[O:26][CH:25]=[CH:24][C:23]=2[CH:22]=[CH:21][CH:20]=1.[NH4+].[Cl-]. (2) The reactants are: [CH2:1]([O:3][C:4](=[O:21])[CH:5]([S:14][C:15]1[CH:20]=[CH:19][CH:18]=[CH:17][CH:16]=1)[CH2:6][C:7]1[CH:12]=[CH:11][C:10]([OH:13])=[CH:9][CH:8]=1)[CH3:2].[C:22]([C:24]1[CH:32]=[CH:31][C:27]([CH2:28][CH2:29]O)=[CH:26][CH:25]=1)#[N:23]. Given the product [CH2:1]([O:3][C:4](=[O:21])[CH:5]([S:14][C:15]1[CH:20]=[CH:19][CH:18]=[CH:17][CH:16]=1)[CH2:6][C:7]1[CH:12]=[CH:11][C:10]([O:13][CH2:29][CH2:28][C:27]2[CH:31]=[CH:32][C:24]([C:22]#[N:23])=[CH:25][CH:26]=2)=[CH:9][CH:8]=1)[CH3:2], predict the reactants needed to synthesize it.